From a dataset of Reaction yield outcomes from USPTO patents with 853,638 reactions. Predict the reaction yield, written as a fraction of the theoretical maximum amount of product (1.0 means a 100% yield; for example, 0.34 means a 34% yield). (1) The reactants are [CH3:1][O:2][C:3]([C:5]1[S:6][C:7]([C:11]#[C:12][C:13]([CH3:16])([CH3:15])[CH3:14])=[CH:8][C:9]=1Br)=[O:4].[NH2:17][C@H:18]1[CH2:22][CH2:21][N:20]([CH2:23][CH3:24])[C:19]1=[O:25].C([O-])([O-])=O.[Cs+].[Cs+]. The catalyst is C1(C)C=CC=CC=1.CCOC(C)=O.CC([O-])=O.CC([O-])=O.[Pd+2]. The product is [CH3:14][C:13]([CH3:16])([CH3:15])[C:12]#[C:11][C:7]1[S:6][C:5]([C:3]([O:2][CH3:1])=[O:4])=[C:9]([NH:17][C@H:18]2[CH2:22][CH2:21][N:20]([CH2:23][CH3:24])[C:19]2=[O:25])[CH:8]=1. The yield is 0.510. (2) The reactants are C([N:8]1[CH2:13][CH2:12][CH:11]([NH2:14])[CH2:10][CH2:9]1)C1C=CC=CC=1.CC(OC(OC(OC(C)(C)C)=O)=O)(C)C.Cl[C:31]1[N:40]=[C:39]([N:41]([CH3:43])[CH3:42])[C:38]2[C:33](=[CH:34][CH:35]=[CH:36][CH:37]=2)[N:32]=1. The catalyst is C1COCC1.CC(O)C. The product is [NH2:14][CH:11]1[CH2:12][CH2:13][N:8]([C:31]2[N:40]=[C:39]([N:41]([CH3:43])[CH3:42])[C:38]3[C:33](=[CH:34][CH:35]=[CH:36][CH:37]=3)[N:32]=2)[CH2:9][CH2:10]1. The yield is 0.680. (3) The reactants are [O:1]=[C:2]1[CH:7]=[CH:6][N:5]([C:8]2[CH:13]=[CH:12][CH:11]=[C:10]([C:14]([F:17])([F:16])[F:15])[CH:9]=2)[N:4]=[C:3]1[C:18]([O:20]C)=O.O.[NH2:23][NH2:24]. The catalyst is C(O)C. The product is [O:1]=[C:2]1[CH:7]=[CH:6][N:5]([C:8]2[CH:13]=[CH:12][CH:11]=[C:10]([C:14]([F:17])([F:16])[F:15])[CH:9]=2)[N:4]=[C:3]1[C:18]([NH:23][NH2:24])=[O:20]. The yield is 0.600. (4) The reactants are C(=O)([O-])[O-].[Cs+].[Cs+].[OH:7][C:8]1[CH:13]=[CH:12][C:11]([C:14]2[CH:15]=[C:16]3[C:21](=[CH:22][CH:23]=2)[N:20]=[C:19]([C:24]([O:26][CH2:27][CH3:28])=[O:25])[CH:18]=[CH:17]3)=[CH:10][C:9]=1[CH3:29].Cl[CH2:31][C:32]1[C:33]([C:40]2[C:45]([Cl:46])=[CH:44][CH:43]=[CH:42][C:41]=2[Cl:47])=[N:34][O:35][C:36]=1[CH:37]([CH3:39])[CH3:38].O. The catalyst is CN(C)C=O. The product is [Cl:46][C:45]1[CH:44]=[CH:43][CH:42]=[C:41]([Cl:47])[C:40]=1[C:33]1[C:32]([CH2:31][O:7][C:8]2[CH:13]=[CH:12][C:11]([C:14]3[CH:15]=[C:16]4[C:21](=[CH:22][CH:23]=3)[N:20]=[C:19]([C:24]([O:26][CH2:27][CH3:28])=[O:25])[CH:18]=[CH:17]4)=[CH:10][C:9]=2[CH3:29])=[C:36]([CH:37]([CH3:39])[CH3:38])[O:35][N:34]=1. The yield is 0.220. (5) The reactants are [OH-].[Na+].[NH2:3][C:4]1[C:5]([C:21](=[O:23])[CH3:22])=[N:6][C:7]([N:10]2[CH2:15][CH2:14][N:13]([S:16]([CH2:19][CH3:20])(=[O:18])=[O:17])[CH2:12][CH2:11]2)=[CH:8][N:9]=1.[CH:24](=O)[C:25]1[CH:30]=[CH:29][CH:28]=[CH:27][CH:26]=1. The catalyst is CO. The product is [NH2:3][C:4]1[C:5]([C:21](=[O:23])/[CH:22]=[CH:24]/[C:25]2[CH:30]=[CH:29][CH:28]=[CH:27][CH:26]=2)=[N:6][C:7]([N:10]2[CH2:11][CH2:12][N:13]([S:16]([CH2:19][CH3:20])(=[O:18])=[O:17])[CH2:14][CH2:15]2)=[CH:8][N:9]=1. The yield is 0.540. (6) The catalyst is CO.[H][H].[Pd]. The reactants are [F:1][C:2]([F:13])([F:12])[C:3]1[N:4]=[C:5]2[CH:10]=[N:9][CH:8]=[CH:7][N:6]2[CH:11]=1. The yield is 0.940. The product is [F:12][C:2]([F:1])([F:13])[C:3]1[N:4]=[C:5]2[CH2:10][NH:9][CH2:8][CH2:7][N:6]2[CH:11]=1.